Dataset: Reaction yield outcomes from USPTO patents with 853,638 reactions. Task: Predict the reaction yield, written as a fraction of the theoretical maximum amount of product (1.0 means a 100% yield; for example, 0.34 means a 34% yield). (1) The reactants are [O:1]=[C:2]1[C:7]2[CH:8]=[CH:9][CH:10]=[CH:11][C:6]=2[S:5][C:4]([C:12]2[CH:17]=[C:16](/[CH:18]=[CH:19]/[C:20]([O:22]C(C)(C)C)=[O:21])[CH:15]=[CH:14][N:13]=2)=[N:3]1.C(OC(C)C)(C)C. The catalyst is FC(F)(F)C(O)=O. The yield is 0.640. The product is [O:1]=[C:2]1[C:7]2[CH:8]=[CH:9][CH:10]=[CH:11][C:6]=2[S:5][C:4]([C:12]2[CH:17]=[C:16](/[CH:18]=[CH:19]/[C:20]([OH:22])=[O:21])[CH:15]=[CH:14][N:13]=2)=[N:3]1. (2) The reactants are C([NH:8][CH:9]1[CH2:15][CH2:14][C:13]2[CH:16]=[CH:17][CH:18]=[CH:19][C:12]=2[CH2:11][C:10]1=[N:20][OH:21])C1C=CC=CC=1.[ClH:22]. The catalyst is C(O)C.[Pd]. The product is [ClH:22].[NH2:8][CH:9]1[CH2:15][CH2:14][C:13]2[CH:16]=[CH:17][CH:18]=[CH:19][C:12]=2[CH2:11][C:10]1=[N:20][OH:21]. The yield is 0.750.